From a dataset of NCI-60 drug combinations with 297,098 pairs across 59 cell lines. Regression. Given two drug SMILES strings and cell line genomic features, predict the synergy score measuring deviation from expected non-interaction effect. (1) Drug 2: COC1=NC(=NC2=C1N=CN2C3C(C(C(O3)CO)O)O)N. Drug 1: CC12CCC3C(C1CCC2O)C(CC4=C3C=CC(=C4)O)CCCCCCCCCS(=O)CCCC(C(F)(F)F)(F)F. Synergy scores: CSS=-8.41, Synergy_ZIP=3.99, Synergy_Bliss=2.46, Synergy_Loewe=-6.85, Synergy_HSA=-5.81. Cell line: SK-OV-3. (2) Drug 1: C1CC(=O)NC(=O)C1N2CC3=C(C2=O)C=CC=C3N. Drug 2: C1=NC2=C(N=C(N=C2N1C3C(C(C(O3)CO)O)O)F)N. Cell line: M14. Synergy scores: CSS=4.19, Synergy_ZIP=-2.99, Synergy_Bliss=-3.22, Synergy_Loewe=-5.43, Synergy_HSA=-2.25. (3) Drug 1: CC1=C(C(=CC=C1)Cl)NC(=O)C2=CN=C(S2)NC3=CC(=NC(=N3)C)N4CCN(CC4)CCO. Drug 2: CCN(CC)CCCC(C)NC1=C2C=C(C=CC2=NC3=C1C=CC(=C3)Cl)OC. Cell line: EKVX. Synergy scores: CSS=15.0, Synergy_ZIP=-7.29, Synergy_Bliss=-6.93, Synergy_Loewe=-3.69, Synergy_HSA=-3.36. (4) Drug 1: CN(C)C1=NC(=NC(=N1)N(C)C)N(C)C. Drug 2: C1=NC2=C(N=C(N=C2N1C3C(C(C(O3)CO)O)F)Cl)N. Cell line: OVCAR-8. Synergy scores: CSS=33.2, Synergy_ZIP=0.644, Synergy_Bliss=-2.84, Synergy_Loewe=-34.1, Synergy_HSA=-5.64. (5) Drug 1: CCC(=C(C1=CC=CC=C1)C2=CC=C(C=C2)OCCN(C)C)C3=CC=CC=C3.C(C(=O)O)C(CC(=O)O)(C(=O)O)O. Drug 2: C1C(C(OC1N2C=NC3=C2NC=NCC3O)CO)O. Cell line: PC-3. Synergy scores: CSS=15.1, Synergy_ZIP=-3.51, Synergy_Bliss=2.14, Synergy_Loewe=3.25, Synergy_HSA=2.52.